From a dataset of Full USPTO retrosynthesis dataset with 1.9M reactions from patents (1976-2016). Predict the reactants needed to synthesize the given product. (1) Given the product [C:30]1([C@@H:23]([CH2:22][C:19]2[CH:18]=[CH:17][C:16]([O:15][CH2:45][CH2:44][C:42]3[CH:41]=[CH:40][CH:39]=[C:38]([NH:37][CH3:36])[N:43]=3)=[CH:21][CH:20]=2)[CH2:24][C:25]([O:27][CH2:28][CH3:29])=[O:26])[CH:31]=[CH:32][CH:33]=[CH:34][CH:35]=1, predict the reactants needed to synthesize it. The reactants are: N(C(OC(C)C)=O)=NC(OC(C)C)=O.[OH:15][C:16]1[CH:21]=[CH:20][C:19]([CH2:22][C@H:23]([C:30]2[CH:35]=[CH:34][CH:33]=[CH:32][CH:31]=2)[CH2:24][C:25]([O:27][CH2:28][CH3:29])=[O:26])=[CH:18][CH:17]=1.[CH3:36][NH:37][C:38]1[N:43]=[C:42]([CH:44](O)[CH3:45])[CH:41]=[CH:40][CH:39]=1.C1(P(C2C=CC=CC=2)C2C=CC=CC=2)C=CC=CC=1. (2) Given the product [CH3:25][O:26][C:27](=[O:36])[C:28]1[CH:33]=[CH:32][CH:31]=[C:30]([N:34]2[C:5]([C:7]3[C:12](=[O:13])[CH:11]=[CH:10][N:9]([C:14]4[CH:19]=[CH:18][CH:17]=[C:16]([S:20]([CH3:23])(=[O:22])=[O:21])[CH:15]=4)[N:8]=3)=[CH:4][CH:3]=[N:2]2)[CH:29]=1, predict the reactants needed to synthesize it. The reactants are: C[N:2](C)/[CH:3]=[CH:4]/[C:5]([C:7]1[C:12](=[O:13])[CH:11]=[CH:10][N:9]([C:14]2[CH:19]=[CH:18][CH:17]=[C:16]([S:20]([CH3:23])(=[O:22])=[O:21])[CH:15]=2)[N:8]=1)=O.[CH3:25][O:26][C:27](=[O:36])[C:28]1[CH:33]=[CH:32][CH:31]=[C:30]([NH:34]N)[CH:29]=1.